Dataset: Forward reaction prediction with 1.9M reactions from USPTO patents (1976-2016). Task: Predict the product of the given reaction. (1) Given the reactants CC1(C)C(C)(C)OB([C:9]2[C:18]3[C:13](=[CH:14][CH:15]=[CH:16][CH:17]=3)[C:12](B3OC(C)(C)C(C)(C)O3)=[CH:11][CH:10]=2)O1.Br[C:30]1[CH:31]=[CH:32][C:33]([C:36]2[CH:37]=[N:38][CH:39]=[CH:40][CH:41]=2)=[N:34][CH:35]=1.[CH:55]1(P([CH:55]2[CH2:60][CH2:59][CH2:58][CH2:57][CH2:56]2)[CH:55]2[CH2:60][CH2:59][CH2:58][CH2:57][CH2:56]2)[CH2:60][CH2:59][CH2:58][CH2:57][CH2:56]1.P([O-])([O-])([O-])=O.[K+].[K+].[K+], predict the reaction product. The product is: [N:34]1[CH:35]=[C:30]([C:12]2[C:13]3[C:18](=[CH:17][CH:16]=[CH:15][CH:14]=3)[C:9]([C:36]3[CH:55]=[CH:60][C:59]([C:58]4[CH:33]=[N:34][CH:35]=[CH:56][CH:57]=4)=[N:38][CH:37]=3)=[CH:10][CH:11]=2)[CH:31]=[CH:32][C:33]=1[C:36]1[CH:37]=[N:38][CH:39]=[CH:40][CH:41]=1. (2) Given the reactants [CH2:1]([OH:9])[CH2:2][C:3]1[CH:8]=[CH:7][CH:6]=[CH:5][CH:4]=1.[H-].[Na+].Cl[CH2:13][C:14]([OH:16])=[O:15].Cl, predict the reaction product. The product is: [CH2:1]([O:9][CH2:13][C:14]([OH:16])=[O:15])[CH2:2][C:3]1[CH:8]=[CH:7][CH:6]=[CH:5][CH:4]=1. (3) Given the reactants [CH3:1]S(O)(=O)=O.[OH:6][C:7]1[CH:8]=[C:9]2[C:14](=[CH:15][CH:16]=1)[C:13]([C:17]([OH:19])=[O:18])=[CH:12][CH:11]=[CH:10]2, predict the reaction product. The product is: [OH:6][C:7]1[CH:8]=[C:9]2[C:14](=[CH:15][CH:16]=1)[C:13]([C:17]([O:19][CH3:1])=[O:18])=[CH:12][CH:11]=[CH:10]2. (4) The product is: [OH:8][C:9]1[CH:10]=[C:11]2[C:16](=[CH:17][CH:18]=1)[CH2:15][N:14]([CH2:19][C:20]1([NH:28][C:29](=[O:35])[O:30][C:31]([CH3:34])([CH3:33])[CH3:32])[CH2:25][O:24][C:23]([CH3:27])([CH3:26])[O:22][CH2:21]1)[CH2:13][CH2:12]2. Given the reactants C([O:8][C:9]1[CH:10]=[C:11]2[C:16](=[CH:17][CH:18]=1)[CH2:15][N:14]([CH2:19][C:20]1([NH:28][C:29](=[O:35])[O:30][C:31]([CH3:34])([CH3:33])[CH3:32])[CH2:25][O:24][C:23]([CH3:27])([CH3:26])[O:22][CH2:21]1)[CH2:13][CH2:12]2)C1C=CC=CC=1, predict the reaction product. (5) Given the reactants Cl[C:2]1N=C2C(N=CN2)=C(N2CCOCC2)[N:3]=1.BrCC(OC)=O.ClC1N=C2C(N=CN2CC(OC)=O)=C(N2CCOCC2)N=1.C(=O)([O-])OC1C=CC=C(B2OC(C)(C)C(C)(C)O2)C=1C(C)(C)C.[OH:67][C:68]1[CH:69]=[C:70]([C:74]2[N:82]=[C:81]3[C:77]([N:78]=[CH:79][N:80]3[CH2:83][C:84](O)=[O:85])=[C:76]([N:87]3[CH2:92][CH2:91][O:90][CH2:89][CH2:88]3)[N:75]=2)[CH:71]=[CH:72][CH:73]=1.CN, predict the reaction product. The product is: [OH:67][C:68]1[CH:69]=[C:70]([C:74]2[N:82]=[C:81]3[C:77]([N:78]=[CH:79][N:80]3[CH2:83][C:84]([NH:3][CH3:2])=[O:85])=[C:76]([N:87]3[CH2:92][CH2:91][O:90][CH2:89][CH2:88]3)[N:75]=2)[CH:71]=[CH:72][CH:73]=1.